The task is: Predict the product of the given reaction.. This data is from Forward reaction prediction with 1.9M reactions from USPTO patents (1976-2016). (1) Given the reactants CS(Cl)(=O)=O.N[C:7]1[CH:8]=[C:9]([CH:21]=[CH:22][C:23]=1OC)[C:10]([NH:12]C1C=CC(F)=C(F)C=1)=[O:11], predict the reaction product. The product is: [C:10]([NH2:12])(=[O:11])[C:9]1[CH:21]=[CH:22][CH:23]=[CH:7][CH:8]=1. (2) Given the reactants [Br:1][C:2]1[CH:3]=[CH:4][C:5]([CH3:9])=[C:6]([CH:8]=1)[NH2:7].Br[CH2:11][CH:12]([CH3:14])[CH3:13].[I-].[Na+].C(=O)([O-])[O-].[K+].[K+], predict the reaction product. The product is: [Br:1][C:2]1[CH:3]=[CH:4][C:5]([CH3:9])=[C:6]([CH:8]=1)[NH:7][CH2:11][CH:12]([CH3:14])[CH3:13].